This data is from Forward reaction prediction with 1.9M reactions from USPTO patents (1976-2016). The task is: Predict the product of the given reaction. (1) Given the reactants [C:1]12([NH2:11])[CH2:10][CH:5]3[CH2:6][CH:7]([CH2:9][CH:3]([CH2:4]3)[CH2:2]1)[CH2:8]2.[O:12]=[C:13]1[CH2:17][CH2:16][CH2:15][N:14]1[C:18]1[CH:25]=[CH:24][C:21]([CH:22]=O)=[CH:20][CH:19]=1, predict the reaction product. The product is: [C:1]12([NH:11][CH2:22][C:21]3[CH:24]=[CH:25][C:18]([N:14]4[CH2:15][CH2:16][CH2:17][C:13]4=[O:12])=[CH:19][CH:20]=3)[CH2:8][CH:7]3[CH2:6][CH:5]([CH2:4][CH:3]([CH2:9]3)[CH2:2]1)[CH2:10]2. (2) Given the reactants COC1C=C(C=C(OC)C=1OC)C[NH:7][C:8]1[C:17]2[C:12](=[CH:13][C:14]([F:18])=[CH:15][CH:16]=2)[CH:11]=[CH:10][N:9]=1, predict the reaction product. The product is: [NH2:7][C:8]1[C:17]2[C:12](=[CH:13][C:14]([F:18])=[CH:15][CH:16]=2)[CH:11]=[CH:10][N:9]=1. (3) Given the reactants [F:1][CH:2]([F:24])[O:3][C:4]1[CH:9]=[CH:8][C:7]([N:10]2[CH:15]=[CH:14][C:13](=[O:16])[C:12]([C:17](=O)/[CH:18]=[CH:19]/[N:20](C)C)=[N:11]2)=[CH:6][CH:5]=1.[F:25][C:26]1([F:37])[O:30][C:29]2[CH:31]=[CH:32][CH:33]=[C:34]([NH:35]N)[C:28]=2[O:27]1.N([O-])=O.[Na+].[Sn](Cl)Cl, predict the reaction product. The product is: [F:37][C:26]1([F:25])[O:30][C:29]2[CH:31]=[CH:32][CH:33]=[C:34]([N:35]3[C:17]([C:12]4[C:13](=[O:16])[CH:14]=[CH:15][N:10]([C:7]5[CH:8]=[CH:9][C:4]([O:3][CH:2]([F:24])[F:1])=[CH:5][CH:6]=5)[N:11]=4)=[CH:18][CH:19]=[N:20]3)[C:28]=2[O:27]1. (4) The product is: [ClH:15].[CH3:3][NH+:2]([CH2:4][CH2:5][CH2:6][CH2:7][CH2:8][CH2:9][CH2:10][CH2:11][CH2:12][CH2:13][CH3:14])[CH3:1]. Given the reactants [CH3:1][N:2]([CH2:4][CH2:5][CH2:6][CH2:7][CH2:8][CH2:9][CH2:10][CH2:11][CH2:12][CH2:13][CH3:14])[CH3:3].[ClH:15], predict the reaction product.